This data is from Forward reaction prediction with 1.9M reactions from USPTO patents (1976-2016). The task is: Predict the product of the given reaction. (1) Given the reactants [NH2:1][C@H:2]1[CH2:6][CH2:5][N:4]([C:7](=[O:22])[CH2:8][NH:9][C:10](=[O:21])[C:11]2[CH:16]=[CH:15][CH:14]=[C:13]([C:17]([F:20])([F:19])[F:18])[CH:12]=2)[CH2:3]1.[OH:23][C:24]1([C:31]2[CH:36]=[CH:35][CH:34]=[CH:33][CH:32]=2)[CH2:29][CH2:28][C:27](=O)[CH2:26][CH2:25]1.[BH-](OC(C)=O)(OC(C)=O)OC(C)=O.[Na+].C(N(CC)CC)C, predict the reaction product. The product is: [OH:23][C:24]1([C:31]2[CH:32]=[CH:33][CH:34]=[CH:35][CH:36]=2)[CH2:25][CH2:26][CH:27]([NH:1][C@H:2]2[CH2:6][CH2:5][N:4]([C:7](=[O:22])[CH2:8][NH:9][C:10](=[O:21])[C:11]3[CH:16]=[CH:15][CH:14]=[C:13]([C:17]([F:19])([F:20])[F:18])[CH:12]=3)[CH2:3]2)[CH2:28][CH2:29]1. (2) Given the reactants CN[C:3]([C:5]1[CH:10]=[C:9]([O:11][C:12]2[CH:17]=[CH:16][C:15]([NH2:18])=[CH:14][CH:13]=2)[CH:8]=[CH:7][N:6]=1)=[O:4].[OH-:19].[K+].Cl.[CH3:22][Si](Cl)(C)C, predict the reaction product. The product is: [CH3:22][O:19][C:3]([C:5]1[CH:10]=[C:9]([O:11][C:12]2[CH:17]=[CH:16][C:15]([NH2:18])=[CH:14][CH:13]=2)[CH:8]=[CH:7][N:6]=1)=[O:4].